From a dataset of Peptide-MHC class I binding affinity with 185,985 pairs from IEDB/IMGT. Regression. Given a peptide amino acid sequence and an MHC pseudo amino acid sequence, predict their binding affinity value. This is MHC class I binding data. (1) The peptide sequence is KVRGRLLAL. The MHC is HLA-A03:01 with pseudo-sequence HLA-A03:01. The binding affinity (normalized) is 0.0847. (2) The peptide sequence is RRFNLFNKF. The MHC is HLA-A02:01 with pseudo-sequence HLA-A02:01. The binding affinity (normalized) is 0.0847. (3) The peptide sequence is ATIGTAMYK. The MHC is HLA-B07:02 with pseudo-sequence HLA-B07:02. The binding affinity (normalized) is 0. (4) The peptide sequence is LPEVISTIA. The MHC is HLA-B07:02 with pseudo-sequence HLA-B07:02. The binding affinity (normalized) is 0.319. (5) The peptide sequence is VSFIEFVGW. The MHC is HLA-A02:01 with pseudo-sequence HLA-A02:01. The binding affinity (normalized) is 0.125.